This data is from Reaction yield outcomes from USPTO patents with 853,638 reactions. The task is: Predict the reaction yield, written as a fraction of the theoretical maximum amount of product (1.0 means a 100% yield; for example, 0.34 means a 34% yield). (1) The reactants are C([O:8][CH2:9][C@H:10]([NH:27][C:28]1[N:36]=[CH:35][N:34]=[C:33]2[C:29]=1[NH:30][CH:31]=[N:32]2)[C:11]1[N:15]([C:16]2[CH:21]=[CH:20][CH:19]=[CH:18][CH:17]=2)[C:14]2[CH:22]=[C:23]([F:26])[CH:24]=[CH:25][C:13]=2[N:12]=1)C1C=CC=CC=1.B(Br)(Br)Br.CO. The catalyst is C(Cl)Cl. The product is [F:26][C:23]1[CH:24]=[CH:25][C:13]2[N:12]=[C:11]([CH:10]([NH:27][C:28]3[N:36]=[CH:35][N:34]=[C:33]4[C:29]=3[NH:30][CH:31]=[N:32]4)[CH2:9][OH:8])[N:15]([C:16]3[CH:17]=[CH:18][CH:19]=[CH:20][CH:21]=3)[C:14]=2[CH:22]=1. The yield is 0.590. (2) The catalyst is [N+](C1C=CC=CC=1)([O-])=O. The reactants are [Cl-].[Cl-].[Cl-].[Al+3].[Cl:5][C:6]1[CH:14]=[CH:13][C:9]([C:10](Cl)=[O:11])=[CH:8][CH:7]=1.[F:15][C:16]1[CH:17]=[C:18]([O:22][CH3:23])[CH:19]=[CH:20][CH:21]=1. The product is [Cl:5][C:6]1[CH:14]=[CH:13][C:9]([C:10]([C:21]2[CH:20]=[CH:19][C:18]([O:22][CH3:23])=[CH:17][C:16]=2[F:15])=[O:11])=[CH:8][CH:7]=1. The yield is 0.410. (3) The reactants are Br[C:2]1[N:6]([S:7]([C:10]2[CH:11]=[N:12][CH:13]=[CH:14][CH:15]=2)(=[O:9])=[O:8])[CH:5]=[C:4]([CH2:16][N:17]([CH3:25])[C:18](=[O:24])[O:19][C:20]([CH3:23])([CH3:22])[CH3:21])[CH:3]=1.[Cl:26][C:27]1[C:32](B(O)O)=[CH:31][CH:30]=[CH:29][N:28]=1.C(=O)([O-])O.[Na+].COCCOC. The catalyst is C1C=CC([P]([Pd]([P](C2C=CC=CC=2)(C2C=CC=CC=2)C2C=CC=CC=2)([P](C2C=CC=CC=2)(C2C=CC=CC=2)C2C=CC=CC=2)[P](C2C=CC=CC=2)(C2C=CC=CC=2)C2C=CC=CC=2)(C2C=CC=CC=2)C2C=CC=CC=2)=CC=1.O. The product is [Cl:26][C:27]1[C:32]([C:2]2[N:6]([S:7]([C:10]3[CH:11]=[N:12][CH:13]=[CH:14][CH:15]=3)(=[O:9])=[O:8])[CH:5]=[C:4]([CH2:16][N:17]([CH3:25])[C:18](=[O:24])[O:19][C:20]([CH3:23])([CH3:22])[CH3:21])[CH:3]=2)=[CH:31][CH:30]=[CH:29][N:28]=1. The yield is 0.600. (4) The reactants are [CH2:1]([C@H:8]([NH:21][C:22](=[O:31])[O:23][CH2:24][C:25]1[CH:30]=[CH:29][CH:28]=[CH:27][CH:26]=1)[C:9]([NH:11][CH2:12][CH2:13][CH:14](OCC)[O:15]CC)=[O:10])[C:2]1[CH:7]=[CH:6][CH:5]=[CH:4][CH:3]=1.Cl. The catalyst is O1CCCC1. The product is [CH2:1]([C@H:8]([NH:21][C:22](=[O:31])[O:23][CH2:24][C:25]1[CH:30]=[CH:29][CH:28]=[CH:27][CH:26]=1)[C:9](=[O:10])[NH:11][CH2:12][CH2:13][CH:14]=[O:15])[C:2]1[CH:3]=[CH:4][CH:5]=[CH:6][CH:7]=1. The yield is 0.940. (5) The reactants are Br[C:2]1[CH:3]=[C:4]([NH2:8])[CH:5]=[CH:6][CH:7]=1.CCO.C([O-])([O-])=O.[Na+].[Na+].CC1C(C)OB([C:25]2[CH:26]=[N:27][N:28]([CH3:30])[CH:29]=2)O1. The catalyst is C1(C)C=CC=CC=1.O.C1C=CC([P]([Pd]([P](C2C=CC=CC=2)(C2C=CC=CC=2)C2C=CC=CC=2)([P](C2C=CC=CC=2)(C2C=CC=CC=2)C2C=CC=CC=2)[P](C2C=CC=CC=2)(C2C=CC=CC=2)C2C=CC=CC=2)(C2C=CC=CC=2)C2C=CC=CC=2)=CC=1. The product is [CH3:30][N:28]1[CH:29]=[C:25]([C:2]2[CH:3]=[C:4]([NH2:8])[CH:5]=[CH:6][CH:7]=2)[CH:26]=[N:27]1. The yield is 0.670. (6) The reactants are C(OC(=O)[NH:10][C:11]1[CH:16]=[CH:15][C:14]([C:17]2[CH2:22][CH2:21][CH:20]([O:23][Si:24]([C:27]([CH3:30])([CH3:29])[CH3:28])([CH3:26])[CH3:25])[CH2:19][CH:18]=2)=[CH:13][CH:12]=1)C1C=CC=CC=1. The catalyst is CCOC(C)=O. The product is [C:27]([Si:24]([CH3:26])([CH3:25])[O:23][CH:20]1[CH2:19][CH2:18][CH:17]([C:14]2[CH:13]=[CH:12][C:11]([NH2:10])=[CH:16][CH:15]=2)[CH2:22][CH2:21]1)([CH3:30])([CH3:29])[CH3:28]. The yield is 0.530.